Dataset: Catalyst prediction with 721,799 reactions and 888 catalyst types from USPTO. Task: Predict which catalyst facilitates the given reaction. (1) Reactant: Cl.[NH2:2][C@@H:3]([CH3:44])[C:4]([NH:6][C@@H:7]([C:40]([CH3:43])([CH3:42])[CH3:41])[C:8]([N:10]1[CH2:14][CH2:13][CH2:12][C@H:11]1[C:15]([NH:17][C:18]1[CH:19]=[C:20]2[C:25](=[CH:26][C:27]=1[O:28][CH3:29])[N:24]=[CH:23][N:22]=[C:21]2[NH:30][C:31]1[CH:36]=[CH:35][C:34]([F:37])=[C:33]([Cl:38])[C:32]=1[F:39])=[O:16])=[O:9])=[O:5].C([O-])(O)=O.[Na+].O.[C:51](Cl)(=[O:54])[CH:52]=[CH2:53]. Product: [ClH:38].[C:51]([NH:2][C@@H:3]([CH3:44])[C:4]([NH:6][C@@H:7]([C:40]([CH3:43])([CH3:42])[CH3:41])[C:8]([N:10]1[CH2:14][CH2:13][CH2:12][C@H:11]1[C:15]([NH:17][C:18]1[CH:19]=[C:20]2[C:25](=[CH:26][C:27]=1[O:28][CH3:29])[N:24]=[CH:23][N:22]=[C:21]2[NH:30][C:31]1[CH:36]=[CH:35][C:34]([F:37])=[C:33]([Cl:38])[C:32]=1[F:39])=[O:16])=[O:9])=[O:5])(=[O:54])[CH:52]=[CH2:53]. The catalyst class is: 1. (2) Product: [CH3:12][O:11][C:9]([C@H:6]1[CH2:5][CH2:4][C@H:3]([NH:2][S:24]([C:27]2[CH:28]=[C:29]([CH:39]=[CH:40][CH:41]=2)[C:30]([O:32][CH2:33][CH2:34][Si:35]([CH3:36])([CH3:37])[CH3:38])=[O:31])(=[O:25])=[O:26])[CH2:8][CH2:7]1)=[O:10]. Reactant: Cl.[NH2:2][C@H:3]1[CH2:8][CH2:7][C@H:6]([C:9]([O:11][CH3:12])=[O:10])[CH2:5][CH2:4]1.C(N(CC)CC)C.ClCCl.Cl[S:24]([C:27]1[CH:28]=[C:29]([CH:39]=[CH:40][CH:41]=1)[C:30]([O:32][CH2:33][CH2:34][Si:35]([CH3:38])([CH3:37])[CH3:36])=[O:31])(=[O:26])=[O:25]. The catalyst class is: 17. (3) Reactant: [Cl:1][C:2]1[CH:15]=[C:14]([C:16]2([CH3:21])[O:20][CH2:19][CH2:18][O:17]2)[C:5]([O:6][CH:7]([CH3:13])[C:8](OCC)=[O:9])=[C:4]([CH:22]=O)[C:3]=1[F:24].C([BH3-])#N.[Na+].Cl.[C:30]([N:33]1[CH2:36][CH:35]([NH2:37])[CH2:34]1)(=[O:32])[CH3:31]. Product: [C:30]([N:33]1[CH2:36][CH:35]([N:37]2[CH2:22][C:4]3[C:3]([F:24])=[C:2]([Cl:1])[CH:15]=[C:14]([C:16]4([CH3:21])[O:20][CH2:19][CH2:18][O:17]4)[C:5]=3[O:6][CH:7]([CH3:13])[C:8]2=[O:9])[CH2:34]1)(=[O:32])[CH3:31]. The catalyst class is: 5.